From a dataset of Catalyst prediction with 721,799 reactions and 888 catalyst types from USPTO. Predict which catalyst facilitates the given reaction. (1) Reactant: C(OP([CH2:9][C:10]1[CH:15]=[CH:14][CH:13]=[C:12]([CH:16]([O:20]CC)OCC)[CH:11]=1)(=O)OCC)C.[CH2:23]([O:25][C:26]1[CH:33]=[CH:32][C:29]([CH:30]=O)=[CH:28][CH:27]=1)[CH3:24].C(O[Na])(C)(C)C. Product: [CH2:23]([O:25][C:26]1[CH:33]=[CH:32][C:29](/[CH:30]=[CH:9]/[C:10]2[CH:11]=[C:12]([CH:13]=[CH:14][CH:15]=2)[CH:16]=[O:20])=[CH:28][CH:27]=1)[CH3:24]. The catalyst class is: 7. (2) Reactant: [CH3:1][C:2]1[CH:7]=[CH:6][N:5]=[CH:4][CH:3]=1.C[Si](C)(C)[N-][Si](C)(C)C.[Na+].[CH3:18][O:19][C:20]1[CH:21]=[C:22]([CH:27]=[CH:28][CH:29]=1)[C:23](OC)=[O:24].[Cl-].[NH4+]. Product: [CH3:18][O:19][C:20]1[CH:21]=[C:22]([C:23](=[O:24])[CH2:1][C:2]2[CH:7]=[CH:6][N:5]=[CH:4][CH:3]=2)[CH:27]=[CH:28][CH:29]=1. The catalyst class is: 7. (3) Reactant: [Br:1][C:2]1[C:3]([CH3:11])=[N:4][NH:5][C:6]=1[CH2:7][CH2:8][CH2:9]Cl.[OH-].[K+]. Product: [Br:1][C:2]1[C:3]([CH3:11])=[N:4][N:5]2[CH2:9][CH2:8][CH2:7][C:6]=12. The catalyst class is: 252. (4) Reactant: O[CH2:2][CH2:3][O:4][CH2:5][C:6]1[CH:7]=[C:8]([CH:11]=[CH:12][CH:13]=1)[C:9]#[N:10].C1C=CC(P(C2C=CC=CC=2)C2C=CC=CC=2)=CC=1.C(Br)(Br)(Br)[Br:34]. Product: [Br:34][CH2:2][CH2:3][O:4][CH2:5][C:6]1[CH:7]=[C:8]([CH:11]=[CH:12][CH:13]=1)[C:9]#[N:10]. The catalyst class is: 2. (5) Reactant: [C:1]([Si:5]([CH3:17])([CH3:16])[O:6][C:7]1[CH:12]=[CH:11][C:10]([NH:13][CH3:14])=[C:9]([CH3:15])[CH:8]=1)([CH3:4])([CH3:3])[CH3:2].[CH3:18][O:19][C:20](=[O:30])[C:21]1[CH:26]=[CH:25][C:24](C=O)=[CH:23][C:22]=1[CH3:29].[C:31](O)(=O)C.C(O[BH-](OC(=O)C)OC(=O)C)(=O)C.[Na+]. Product: [CH3:18][O:19][C:20](=[O:30])[C:21]1[CH:26]=[CH:25][C:14]([N:13]([C:10]2[CH:11]=[CH:12][C:7]([O:6][Si:5]([C:1]([CH3:4])([CH3:3])[CH3:2])([CH3:17])[CH3:16])=[CH:8][C:9]=2[CH3:15])[CH3:31])=[C:23]([CH3:24])[C:22]=1[CH3:29]. The catalyst class is: 26. (6) Product: [F:31][C:28]1[CH:27]=[CH:26][C:25]([C@H:20]2[C:19]3[CH:32]=[CH:33][CH:34]=[CH:35][C:18]=3[C:17]3[N:16]=[C:15]([NH:14][C:11]4[CH:12]=[CH:13][C:8]([CH2:7][CH2:6][N:36]5[CH2:41][CH2:40][CH2:39][CH2:38][CH2:37]5)=[CH:9][CH:10]=4)[N:24]=[CH:23][C:22]=3[CH2:21]2)=[CH:30][CH:29]=1. Reactant: CS(O[CH2:6][CH2:7][C:8]1[CH:13]=[CH:12][C:11]([NH:14][C:15]2[N:24]=[CH:23][C:22]3[CH2:21][C@@H:20]([C:25]4[CH:30]=[CH:29][C:28]([F:31])=[CH:27][CH:26]=4)[C:19]4[CH:32]=[CH:33][CH:34]=[CH:35][C:18]=4[C:17]=3[N:16]=2)=[CH:10][CH:9]=1)(=O)=O.[NH:36]1[CH2:41][CH2:40][CH2:39][CH2:38][CH2:37]1. The catalyst class is: 66. (7) Reactant: [Br:1][C:2]1[C:3]([F:11])=[C:4]([CH:8]=[CH:9][CH:10]=1)[C:5](O)=[O:6].[Cl-].[CH3:13][O:14][NH2+:15][CH3:16].C(Br)(Br)(Br)Br.C1(P(C2C=CC=CC=2)C2C=CC=CC=2)C=CC=CC=1.N1C=CC=CC=1. Product: [Br:1][C:2]1[C:3]([F:11])=[C:4]([CH:8]=[CH:9][CH:10]=1)[C:5]([N:15]([O:14][CH3:13])[CH3:16])=[O:6]. The catalyst class is: 2.